Dataset: Experimentally validated miRNA-target interactions with 360,000+ pairs, plus equal number of negative samples. Task: Binary Classification. Given a miRNA mature sequence and a target amino acid sequence, predict their likelihood of interaction. (1) The miRNA is hsa-miR-1-3p with sequence UGGAAUGUAAAGAAGUAUGUAU. The protein sequence of the target gene is MRLRPLPLVVVPGLLQLLFCDSKEVVHATEGLDWEDKDAPGTLVGNVVHSRIISPLRLFVKQSPVPKPGPMAYADSMENFWDWLANITEIQEPLARTKRRPIVKTGKFKKMFGWGDFHSNIKTVKLNLLITGKIVDHGNGTFSVYFRHNSTGLGNVSVSLVPPSKVVEFEVSPQSTLETKESKSFNCRIEYEKTDRAKKTALCNFDPSKICYQEQTQSHVSWLCSKPFKVICIYIAFYSVDYKLVQKVCPDYNYHSETPYLSSG. Result: 1 (interaction). (2) The miRNA is hsa-miR-888-5p with sequence UACUCAAAAAGCUGUCAGUCA. The protein sequence of the target gene is MERAKMAEESLETAAEHERILREIESTDTACIGPTLRSVYDGEEHGRFMEKLETRIRNHDREIEKMCNFHYQGFVDSITELLKVRGEAQKLKNQVTDTNRKLQHEGKELVIAMEELKQCRLQQRNISATVDKLMLCLPVLEMYSKLRDQMKTKRHYPALKTLEHLEHTYLPQVSHYRFCKVMVDNIPKLREEIKDVSMSDLKDFLESIRKHSDKIGETAMKQAQQQRNLDNIVLQQPRIGSKRKSKKDVYTIFDAEVESTSPKSEQDSGILDVEDEEDDEEVPGAQDLVDFSPVYRCLHI.... Result: 0 (no interaction). (3) The miRNA is hsa-miR-3691-3p with sequence ACCAAGUCUGCGUCAUCCUCUC. The protein sequence of the target gene is MALLPVLFLVTVLLPSLPAEGKDPAFTALLTTQLQVQREIVNKHNELRKAVSPPASNMLKMEWSREVTTNAQRWANKCTLQHSDPEDRKTSTRCGENLYMSSDPTSWSSAIQSWYDEILDFVYGVGPKSPNAVVGHYTQLVWYSTYQVGCGIAYCPNQDSLKYYYVCQYCPAGNNMNRKNTPYQQGTPCAGCPDDCDKGLCTNSCQYQDLLSNCDSLKNTAGCEHELLKEKCKATCLCENKIY. Result: 0 (no interaction). (4) The protein sequence of the target gene is MTGRARARARGRARGQETVQHVGAAASQQPGYIPPRPQQSPTEGDLVGRGRQRGMVVGATSKSQELQISAGFQELSLAERGGRRRDFHDLGVNTRQNLDHVKESKTGSSGIIVKLSTNHFRLTSRPQWALYQYHIDYNPLMEARRLRSALLFQHEDLIGRCHAFDGTILFLPKRLQHKVTEVFSQTRNGEHVRITITLTNELPPTSPTCLQFYNIIFRRLLKIMNLQQIGRNYYNPSDPIDIPNHRLVIWPGFTTSILQYENNIMLCTDVSHKVLRSETVLDFMFNLYQQTEEHKFQEQV.... The miRNA is mmu-miR-298-5p with sequence GGCAGAGGAGGGCUGUUCUUCCC. Result: 1 (interaction). (5) The miRNA is hsa-miR-425-3p with sequence AUCGGGAAUGUCGUGUCCGCCC. The protein sequence of the target gene is MPRLPLLLLLLPSLARGLGLRDAGRRHPECSPCQQDRCPAPSPCPAPWISARDECGCCARCLGAEGASCGGPVGSRCGPGLVCASRASGTAPEGTGLCVCAQRGAVCGSDGRSYSSICALRLRARHAPRAHHGHLHKARDGPCEFAPVVLMPPRDIHNVTGTQVFLSCEVKAVPTPVITWKKVKHSPEGTEGLEELPGDHVNIAVQVRGGPSDHETTSWILINPLRKEDEGVYHCHAANAIGEAQSHGTVTVLDLNRYKSLYSSVPGDLL. Result: 0 (no interaction). (6) The protein sequence of the target gene is MHSMEVGLVPAPAREPRLTRWLRRGSGILAHLIALGFTIFLTVLSRPGTSLFSWHPVFMALAFCLCMAEAILLFSPEHSLFFFCSRKTRIRLHWAGQTMAILCAVLGLGFIISSKIRSEMSHLVSWHSWIGALTLLATGGQALCGLCLLCPRAARVSRVARLKLYHLTCGLVVYLMATVTVLLGMYSVWFQAQIKGTAWYLCLGLPLYPALVIMHQISSSYLPRKKVEI. The miRNA is hsa-miR-637 with sequence ACUGGGGGCUUUCGGGCUCUGCGU. Result: 0 (no interaction). (7) The miRNA is mmu-miR-671-5p with sequence AGGAAGCCCUGGAGGGGCUGGAG. The protein sequence of the target gene is MARVGPGRAGVSCQGRGRGRGGSGQRRPPTWEISDSDAEDSAGSEAAARARDPAGERRAAAEALRLLRPEQVLKRLAVCVDTAILEDAGADVLMEALEALGCECRIEPQRPARSLRWTRASPDPCPRSLPPEVWAAGEQELLLLLEPEEFLQGVATLTQISGPTHWVPWISPETTARPHLAVIGLDAYLWSRQHVSRGTQQPESPKVAGAEVAVSWPEVEEALVLLQLWANLDVLLVASWQELSRHVCAVTKALAQYPLKQYRESQAFSFCTAGRWAAGEPVARDGAGLQAAWRRQIRQF.... Result: 0 (no interaction).